This data is from Catalyst prediction with 721,799 reactions and 888 catalyst types from USPTO. The task is: Predict which catalyst facilitates the given reaction. (1) Reactant: CON(C)[C:4](=[O:13])[C:5]1[CH:10]=[CH:9][CH:8]=[N:7][C:6]=1[O:11][CH3:12].[CH3:15][Mg]Br. Product: [CH3:12][O:11][C:6]1[C:5]([C:4](=[O:13])[CH3:15])=[CH:10][CH:9]=[CH:8][N:7]=1. The catalyst class is: 7. (2) Reactant: [NH2:1][C:2]1[CH:7]=[CH:6][C:5]([C:8]([CH3:12])([CH3:11])[C:9]#[N:10])=[C:4](Br)[CH:3]=1.[S:14]1[CH:18]=[CH:17][CH:16]=[C:15]1B(O)O.C(=O)([O-])[O-].[Cs+].[Cs+]. Product: [NH2:1][C:2]1[CH:7]=[CH:6][C:5]([C:8]([CH3:12])([CH3:11])[C:9]#[N:10])=[C:4]([C:15]2[S:14][CH:18]=[CH:17][CH:16]=2)[CH:3]=1. The catalyst class is: 151. (3) Reactant: Cl.[NH2:2][C@H:3]1[CH2:10][CH2:9][CH2:8][NH:7][C:5](=[O:6])[CH2:4]1.C([O-])([O-])=O.[Na+].[Na+].[C:17](Cl)(=[O:31])[CH2:18][CH2:19][CH2:20][CH2:21][CH2:22][CH2:23][CH2:24][CH2:25][CH2:26][CH2:27][CH2:28][CH2:29][CH3:30]. Product: [C:17]([NH:2][C@H:3]1[CH2:10][CH2:9][CH2:8][NH:7][C:5](=[O:6])[CH2:4]1)(=[O:31])[CH2:18][CH2:19][CH2:20][CH2:21][CH2:22][CH2:23][CH2:24][CH2:25][CH2:26][CH2:27][CH2:28][CH2:29][CH3:30]. The catalyst class is: 229. (4) Product: [NH2:8][C@H:12]([CH2:13][F:14])[C@@H:11]([C:15]1[CH:20]=[CH:19][C:18]([C:21]2[CH:26]=[CH:25][C:24]([CH2:27][NH:28][S:29]([CH3:32])(=[O:30])=[O:31])=[N:23][CH:22]=2)=[CH:17][CH:16]=1)[OH:10]. Reactant: C(OC([N:8]1[C@H:12]([CH2:13][F:14])[C@@H:11]([C:15]2[CH:20]=[CH:19][C:18]([C:21]3[CH:22]=[N:23][C:24]([CH2:27][NH:28][S:29]([CH3:32])(=[O:31])=[O:30])=[CH:25][CH:26]=3)=[CH:17][CH:16]=2)[O:10]C1(C)C)=O)(C)(C)C.FC(F)(F)C(O)=O.C(=O)(O)[O-].[Na+]. The catalyst class is: 426. (5) Reactant: [NH2:1][CH:2]1[CH2:7][CH2:6][N:5]([CH2:8][CH2:9][N:10]2[C:19]3[C:14](=[CH:15][CH:16]=[C:17]([O:20][CH3:21])[CH:18]=3)[C:13]([C:22]([NH:24][CH3:25])=[O:23])=[CH:12][C:11]2=[O:26])[CH2:4][CH2:3]1.[CH3:27][C:28]1[CH:29]=[C:30]([CH:33]=[CH:34][CH:35]=1)[CH:31]=O.C([BH3-])#N.[Na+]. Product: [CH3:27][C:28]1[CH:29]=[C:30]([CH:33]=[CH:34][CH:35]=1)[CH2:31][NH:1][CH:2]1[CH2:7][CH2:6][N:5]([CH2:8][CH2:9][N:10]2[C:19]3[C:14](=[CH:15][CH:16]=[C:17]([O:20][CH3:21])[CH:18]=3)[C:13]([C:22]([NH:24][CH3:25])=[O:23])=[CH:12][C:11]2=[O:26])[CH2:4][CH2:3]1. The catalyst class is: 130. (6) The catalyst class is: 3. Product: [F:1][C:2]1[CH:3]=[C:4]([C@H:9]2[CH2:13][CH2:12][CH2:11][N:10]2[C:14]2[CH:19]=[CH:18][N:17]3[N:20]=[CH:21][C:22]([C:23]([O:25][CH2:26][CH3:27])=[O:24])=[C:16]3[N:15]=2)[C:5](=[O:8])[N:6]([CH3:30])[CH:7]=1. Reactant: [F:1][C:2]1[CH:3]=[C:4]([C@H:9]2[CH2:13][CH2:12][CH2:11][N:10]2[C:14]2[CH:19]=[CH:18][N:17]3[N:20]=[CH:21][C:22]([C:23]([O:25][CH2:26][CH3:27])=[O:24])=[C:16]3[N:15]=2)[C:5](=[O:8])[NH:6][CH:7]=1.[H-].[Li+].[CH3:30]I. (7) Product: [CH3:4][C:2]([O:5][C:6]([N:8]1[CH2:9][CH2:10][CH:11]([C:14]2[CH:19]=[CH:18][C:17]([NH2:20])=[CH:16][C:15]=2[F:21])[CH2:12][CH2:13]1)=[O:7])([CH3:1])[CH3:3]. Reactant: [CH3:1][C:2]([O:5][C:6]([N:8]1[CH2:13][CH:12]=[C:11]([C:14]2[CH:19]=[CH:18][C:17]([NH2:20])=[CH:16][C:15]=2[F:21])[CH2:10][CH2:9]1)=[O:7])([CH3:4])[CH3:3]. The catalyst class is: 19.